From a dataset of Peptide-MHC class I binding affinity with 185,985 pairs from IEDB/IMGT. Regression. Given a peptide amino acid sequence and an MHC pseudo amino acid sequence, predict their binding affinity value. This is MHC class I binding data. (1) The peptide sequence is ETESVNSNY. The MHC is HLA-B07:02 with pseudo-sequence HLA-B07:02. The binding affinity (normalized) is 0.0847. (2) The peptide sequence is MLRTRVGTK. The MHC is HLA-A30:01 with pseudo-sequence HLA-A30:01. The binding affinity (normalized) is 0.463. (3) The peptide sequence is SVYAWERKK. The MHC is HLA-A33:01 with pseudo-sequence HLA-A33:01. The binding affinity (normalized) is 0.0236. (4) The peptide sequence is FREVWKQLF. The MHC is HLA-A02:16 with pseudo-sequence HLA-A02:16. The binding affinity (normalized) is 0.0847.